Dataset: Peptide-MHC class II binding affinity with 134,281 pairs from IEDB. Task: Regression. Given a peptide amino acid sequence and an MHC pseudo amino acid sequence, predict their binding affinity value. This is MHC class II binding data. (1) The peptide sequence is STEQNVPDPQVGITT. The MHC is DRB1_0301 with pseudo-sequence DRB1_0301. The binding affinity (normalized) is 0.0970. (2) The peptide sequence is NLADAVSKAPQLVPK. The MHC is HLA-DPA10201-DPB11401 with pseudo-sequence HLA-DPA10201-DPB11401. The binding affinity (normalized) is 0.191. (3) The peptide sequence is DDLMIRVIAQGPTAT. The MHC is HLA-DQA10104-DQB10503 with pseudo-sequence HLA-DQA10104-DQB10503. The binding affinity (normalized) is 0.0403. (4) The peptide sequence is DKVYEILKINSVKYY. The MHC is DRB5_0101 with pseudo-sequence DRB5_0101. The binding affinity (normalized) is 0.722. (5) The peptide sequence is LIIMDEAHFTDPASI. The MHC is DRB4_0101 with pseudo-sequence DRB4_0103. The binding affinity (normalized) is 0.288.